From a dataset of Forward reaction prediction with 1.9M reactions from USPTO patents (1976-2016). Predict the product of the given reaction. (1) Given the reactants [CH2:1]([OH:8])[C:2]1[CH:7]=[CH:6][CH:5]=[CH:4][CH:3]=1.[C:9]([Cu])#[N:10].C[CH2:13][O:14]C(C)=O.[NH4+].[Cl-].[NH4+].[OH-], predict the reaction product. The product is: [OH:8][CH2:1][C:2]1[CH:7]=[CH:6][C:5]([C:9]#[N:10])=[CH:4][C:3]=1[O:14][CH3:13]. (2) Given the reactants [NH:1]1[C:9]2[CH:8]=[CH:7][N:6]=[CH:5][C:4]=2[CH:3]=[CH:2]1.[OH-].[K+].[I:12]I.[OH-].[NH4+], predict the reaction product. The product is: [I:12][C:3]1[C:4]2[CH:5]=[N:6][CH:7]=[CH:8][C:9]=2[NH:1][CH:2]=1. (3) Given the reactants [CH3:1][C:2]([C:4]1[CH:9]=[CH:8][CH:7]=[C:6]([O:10][CH3:11])[CH:5]=1)=O.[H][H].[NH3:14], predict the reaction product. The product is: [CH3:11][O:10][C:6]1[CH:5]=[C:4]([CH:2]([NH2:14])[CH3:1])[CH:9]=[CH:8][CH:7]=1. (4) Given the reactants [S:1]1([C:12]2[C:7](=[CH:8][CH:9]=[CH:10][CH:11]=2)[C:5](=[O:6])[NH:4]1)(=[O:3])=[O:2].[Na].C[C@@]12CC[C@]3(C)C(=CC([C@H]4[C@@]3(C)CC[C@@H]3[C@]4(C)CC[C@H](O[C@H]4O[C@H](C([O-])=O)[C@@H](O)[C@H](O)[C@H]4O[C@@H]4O[C@H](C([O-])=O)[C@@H](O)[C@H](O)[C@H]4O)C3(C)C)=O)[C@@H]1C[C@](C(O)=O)(C)CC2.[Na+].[Na+].C[C@@H](NC([C@@H](N)CC(O)=O)=O)C(NC1C(C)(C)SC1(C)C)=O.C[C@@]12CC[C@]3(C)C(=CC([C@H]4[C@@]3(C)CC[C@@H]3[C@]4(C)CC[C@H](O[C@H]4O[C@H](C(O)=O)[C@@H](O)[C@H](O)[C@H]4O[C@@H]4O[C@H](C(O)=O)[C@@H](O)[C@H](O)[C@H]4O)C3(C)C)=O)[C@@H]1C[C@](C(O)=O)(C)CC2.C[C@]12[C@@H]3CC[C@@]4(O[C@@H]5O[C@H](CO)[C@@H](O)[C@H](O)[C@H]5O[C@@H]5O[C@H](CO)[C@@H](O)[C@H](O)[C@H]5O)C(C[C@@]3(C4)CC[C@@H]1[C@@](C(O[C@@H]1O[C@H](CO)[C@@H](O)[C@H](O)[C@H]1O)=O)(C)CCC2)=C, predict the reaction product. The product is: [S:1]1([C:12]2[C:7](=[CH:8][CH:9]=[CH:10][CH:11]=2)[C:5](=[O:6])[NH:4]1)(=[O:2])=[O:3]. (5) The product is: [C:41]([C:40]1[CH:39]=[C:38]([CH:46]=[CH:45][CH:44]=1)[CH2:36][N:18]1[CH2:17][CH2:16][S:15][C@H:14]1[C:12]([O:11][C@H:10]([C:19]1[CH:24]=[CH:23][C:22]([O:25][CH:26]([F:28])[F:27])=[C:21]([O:29][CH2:30][CH:31]2[CH2:33][CH2:32]2)[CH:20]=1)[CH2:9][C:8]1[C:7]([Cl:34])=[CH:6][N+:5]([O-:35])=[CH:4][C:3]=1[Cl:2])=[O:13])([OH:43])=[O:42]. Given the reactants Cl.[Cl:2][C:3]1[CH:4]=[N+:5]([O-:35])[CH:6]=[C:7]([Cl:34])[C:8]=1[CH2:9][C@@H:10]([C:19]1[CH:24]=[CH:23][C:22]([O:25][CH:26]([F:28])[F:27])=[C:21]([O:29][CH2:30][CH:31]2[CH2:33][CH2:32]2)[CH:20]=1)[O:11][C:12]([C@H:14]1[NH:18][CH2:17][CH2:16][S:15]1)=[O:13].[CH:36]([C:38]1[CH:39]=[C:40]([CH:44]=[CH:45][CH:46]=1)[C:41]([OH:43])=[O:42])=O.CC(O)=O.C(O[BH-](OC(=O)C)OC(=O)C)(=O)C.[Na+].Cl, predict the reaction product. (6) Given the reactants [NH2:1][C:2]1[CH:7]=[C:6]([CH3:8])[CH:5]=[C:4]([CH2:9][CH2:10][C:11]2[NH:20][C:14]3=[N:15][CH:16]=[C:17](Br)[CH:18]=[C:13]3[N:12]=2)[N:3]=1.[Cl:21][C:22]1[CH:23]=[C:24](B(O)O)[CH:25]=[C:26]([Cl:28])[CH:27]=1, predict the reaction product. The product is: [Cl:21][C:22]1[CH:23]=[C:24]([C:17]2[CH:18]=[C:13]3[N:12]=[C:11]([CH2:10][CH2:9][C:4]4[N:3]=[C:2]([NH2:1])[CH:7]=[C:6]([CH3:8])[CH:5]=4)[NH:20][C:14]3=[N:15][CH:16]=2)[CH:25]=[C:26]([Cl:28])[CH:27]=1. (7) Given the reactants CC1C=CC(S([O:11][CH2:12][C@@H:13]([NH:15][S:16]([C:19]2[CH:24]=[CH:23][C:22](C)=[CH:21][CH:20]=2)(=[O:18])=[O:17])[CH3:14])(=O)=O)=CC=1.N[C@@H](C)CO.[F:31][C:32]([F:44])([F:43])[C:33]1[CH:34]=[C:35]([S:39](Cl)(=[O:41])=[O:40])[CH:36]=[CH:37][CH:38]=1, predict the reaction product. The product is: [F:31][C:32]([F:44])([F:43])[C:33]1[CH:34]=[C:35]([S:39]([O:11][CH2:12][C@@H:13]([NH:15][S:16]([C:19]2[CH:20]=[CH:21][CH:22]=[C:23]([C:32]([F:44])([F:43])[F:31])[CH:24]=2)(=[O:17])=[O:18])[CH3:14])(=[O:41])=[O:40])[CH:36]=[CH:37][CH:38]=1. (8) Given the reactants [F:1][C:2]([F:25])([F:24])[CH2:3][N:4]1[C:8]([CH2:9][C:10](O)=[O:11])=[CH:7][C:6]([C:13]2[CH:18]=[CH:17][C:16]([O:19][C:20]([F:23])([F:22])[F:21])=[CH:15][CH:14]=2)=[N:5]1, predict the reaction product. The product is: [F:24][C:2]([F:1])([F:25])[CH2:3][N:4]1[C:8]([CH2:9][CH2:10][OH:11])=[CH:7][C:6]([C:13]2[CH:14]=[CH:15][C:16]([O:19][C:20]([F:23])([F:21])[F:22])=[CH:17][CH:18]=2)=[N:5]1. (9) The product is: [Br:1][CH2:35][C:34]([C:37]1[CH:51]=[CH:50][C:40]([C:41]([NH:43][CH2:44][CH2:45][C:46]([F:49])([F:48])[F:47])=[O:42])=[CH:39][CH:38]=1)=[O:36]. Given the reactants [Br-:1].[Br-].[Br-].C[N+](C)(C)C1C=CC=CC=1.C[N+](C1C=CC=CC=1)(C)C.C[N+](C1C=CC=CC=1)(C)C.[C:34]([C:37]1[CH:51]=[CH:50][C:40]([C:41]([NH:43][CH2:44][CH2:45][C:46]([F:49])([F:48])[F:47])=[O:42])=[CH:39][CH:38]=1)(=[O:36])[CH3:35], predict the reaction product.